This data is from Kinase inhibitor binding affinity data with 442 proteins and 68 drugs (Kd values). The task is: Regression. Given a target protein amino acid sequence and a drug SMILES string, predict the binding affinity score between them. We predict pKd (pKd = -log10(Kd in M); higher means stronger binding). Dataset: davis. The target protein (MLK1) has sequence QLTPTNSLKRGGAHHRRCEVALLGCGAVLAATGLGFDLLEAGKCQLLPLEEPEPPAREEKKRREGLFQRSSRPRRSTSPPSRKLFKKEEPMLLLGDPSASLTLLSLSSISECNSTRSLLRSDSDEIVVYEMPVSPVEAPPLSPCTHNPLVNVRVERFKRDPNQSLTPTHVTLTTPSQPSSHRRTPSDGALKPETLLASRSPSSNGLSPSPGAGMLKTPSPSRDPGEFPRLPDPNVVFPPTPRRWNTQQDSTLERPKTLEFLPRPRPSANRQRLDPWWFVSPSHARSTSPANSSSTETPSNLDSCFASSSSTVEERPGLPALLPFQAGPLPPTERTLLDLDAEGQSQDSTVPLCRAELNTHRPAPYEIQQEFWS. The drug is CCOc1cc2ncc(C#N)c(Nc3ccc(OCc4ccccn4)c(Cl)c3)c2cc1NC(=O)C=CCN(C)C. The pKd is 5.3.